Dataset: Peptide-MHC class II binding affinity with 134,281 pairs from IEDB. Task: Regression. Given a peptide amino acid sequence and an MHC pseudo amino acid sequence, predict their binding affinity value. This is MHC class II binding data. The peptide sequence is ENALSLLDKIYTSPLC. The binding affinity (normalized) is 0.623. The MHC is DRB1_1101 with pseudo-sequence DRB1_1101.